This data is from NCI-60 drug combinations with 297,098 pairs across 59 cell lines. The task is: Regression. Given two drug SMILES strings and cell line genomic features, predict the synergy score measuring deviation from expected non-interaction effect. (1) Drug 1: C1CCC(CC1)NC(=O)N(CCCl)N=O. Drug 2: CN1C(=O)N2C=NC(=C2N=N1)C(=O)N. Cell line: KM12. Synergy scores: CSS=23.1, Synergy_ZIP=-6.51, Synergy_Bliss=2.65, Synergy_Loewe=-1.54, Synergy_HSA=1.68. (2) Synergy scores: CSS=88.9, Synergy_ZIP=3.02, Synergy_Bliss=3.16, Synergy_Loewe=3.34, Synergy_HSA=3.93. Cell line: SR. Drug 2: CC12CCC3C(C1CCC2=O)CC(=C)C4=CC(=O)C=CC34C. Drug 1: CC1=C2C(C(=O)C3(C(CC4C(C3C(C(C2(C)C)(CC1OC(=O)C(C(C5=CC=CC=C5)NC(=O)OC(C)(C)C)O)O)OC(=O)C6=CC=CC=C6)(CO4)OC(=O)C)OC)C)OC. (3) Drug 1: C1=NC2=C(N1)C(=S)N=C(N2)N. Cell line: NCI-H226. Synergy scores: CSS=12.1, Synergy_ZIP=-4.87, Synergy_Bliss=0.144, Synergy_Loewe=-1.48, Synergy_HSA=-0.370. Drug 2: CN(CC1=CN=C2C(=N1)C(=NC(=N2)N)N)C3=CC=C(C=C3)C(=O)NC(CCC(=O)O)C(=O)O. (4) Drug 1: C1CN1P(=S)(N2CC2)N3CC3. Drug 2: C1=NC2=C(N=C(N=C2N1C3C(C(C(O3)CO)O)F)Cl)N. Cell line: HT29. Synergy scores: CSS=-6.90, Synergy_ZIP=7.01, Synergy_Bliss=7.82, Synergy_Loewe=3.01, Synergy_HSA=-0.277. (5) Synergy scores: CSS=17.0, Synergy_ZIP=-2.93, Synergy_Bliss=2.29, Synergy_Loewe=-5.99, Synergy_HSA=2.59. Cell line: RPMI-8226. Drug 2: CC1=C(C=C(C=C1)NC(=O)C2=CC=C(C=C2)CN3CCN(CC3)C)NC4=NC=CC(=N4)C5=CN=CC=C5. Drug 1: COC1=C(C=C2C(=C1)N=CN=C2NC3=CC(=C(C=C3)F)Cl)OCCCN4CCOCC4. (6) Drug 1: C1=C(C(=O)NC(=O)N1)N(CCCl)CCCl. Drug 2: COC1=C2C(=CC3=C1OC=C3)C=CC(=O)O2. Cell line: SN12C. Synergy scores: CSS=35.3, Synergy_ZIP=1.42, Synergy_Bliss=2.52, Synergy_Loewe=-2.90, Synergy_HSA=0.354. (7) Drug 1: CCC1=CC2CC(C3=C(CN(C2)C1)C4=CC=CC=C4N3)(C5=C(C=C6C(=C5)C78CCN9C7C(C=CC9)(C(C(C8N6C)(C(=O)OC)O)OC(=O)C)CC)OC)C(=O)OC.C(C(C(=O)O)O)(C(=O)O)O. Drug 2: C1CC(=O)NC(=O)C1N2C(=O)C3=CC=CC=C3C2=O. Cell line: M14. Synergy scores: CSS=17.1, Synergy_ZIP=0.730, Synergy_Bliss=2.78, Synergy_Loewe=-38.0, Synergy_HSA=2.24. (8) Drug 1: C1CCN(CC1)CCOC2=CC=C(C=C2)C(=O)C3=C(SC4=C3C=CC(=C4)O)C5=CC=C(C=C5)O. Drug 2: CN(C(=O)NC(C=O)C(C(C(CO)O)O)O)N=O. Cell line: NCI-H226. Synergy scores: CSS=-4.71, Synergy_ZIP=5.34, Synergy_Bliss=4.70, Synergy_Loewe=-3.03, Synergy_HSA=-3.89. (9) Drug 1: C1CN(CCN1C(=O)CCBr)C(=O)CCBr. Drug 2: C1C(C(OC1N2C=NC(=NC2=O)N)CO)O. Cell line: SNB-75. Synergy scores: CSS=5.73, Synergy_ZIP=-2.61, Synergy_Bliss=-2.01, Synergy_Loewe=-1.48, Synergy_HSA=-2.25.